This data is from Full USPTO retrosynthesis dataset with 1.9M reactions from patents (1976-2016). The task is: Predict the reactants needed to synthesize the given product. (1) Given the product [Cl:23][C:24]1[N:29]=[C:28]([N:7]([CH:1]2[CH2:2][CH2:3][CH2:4][CH2:5][CH2:6]2)[CH2:8][C:9]([F:15])([F:16])[C:10](=[O:12])[C:17]([O:20][CH2:34][CH3:35])=[O:18])[C:27]([N+:31]([O-:33])=[O:32])=[CH:26][N:25]=1, predict the reactants needed to synthesize it. The reactants are: [CH:1]1([NH:7][CH2:8][C:9]([F:16])([F:15])[C:10]([O:12]CC)=O)[CH2:6][CH2:5][CH2:4][CH2:3][CH2:2]1.[C:17]([O-:20])([O-])=[O:18].[K+].[K+].[Cl:23][C:24]1[N:29]=[C:28](Cl)[C:27]([N+:31]([O-:33])=[O:32])=[CH:26][N:25]=1.[CH3:34][C:35](C)=O. (2) Given the product [CH2:7]([NH:9][C:10]([N:27]1[C:28]([CH3:30])=[CH:29][C:25]([O:24][C:14]2[C:15]([F:23])=[CH:16][C:17]([C:19]([F:22])([F:20])[F:21])=[CH:18][C:13]=2[Cl:12])=[N:26]1)=[S:11])[CH3:8], predict the reactants needed to synthesize it. The reactants are: C(=O)([O-])[O-].[K+].[K+].[CH2:7]([N:9]=[C:10]=[S:11])[CH3:8].[Cl:12][C:13]1[CH:18]=[C:17]([C:19]([F:22])([F:21])[F:20])[CH:16]=[C:15]([F:23])[C:14]=1[O:24][C:25]1[CH:29]=[C:28]([CH3:30])[NH:27][N:26]=1.Cl. (3) Given the product [N:1]([C:2]([CH3:11])([CH3:10])[C:3]([O:5][C:6]([CH3:9])([CH3:8])[CH3:7])=[O:4])=[C:12]=[O:13], predict the reactants needed to synthesize it. The reactants are: [NH2:1][C:2]([CH3:11])([CH3:10])[C:3]([O:5][C:6]([CH3:9])([CH3:8])[CH3:7])=[O:4].[C:12](OC(Cl)(Cl)Cl)(OC(Cl)(Cl)Cl)=[O:13].C(N(CC)CC)C. (4) Given the product [CH2:43]([N:38]([CH:39]([CH3:42])[CH:40]([C:21]1[C:22]2[C:27](=[C:26]([F:28])[CH:25]=[C:24]([F:29])[CH:23]=2)[N:19]([S:16]([C:10]2[CH:15]=[CH:14][CH:13]=[CH:12][CH:11]=2)(=[O:18])=[O:17])[CH:20]=1)[OH:41])[CH2:31][C:32]1[CH:37]=[CH:36][CH:35]=[CH:34][CH:33]=1)[C:44]1[CH:49]=[CH:48][CH:47]=[CH:46][CH:45]=1, predict the reactants needed to synthesize it. The reactants are: C(OCC)C.C([Mg]Br)C.[C:10]1([S:16]([N:19]2[C:27]3[C:22](=[CH:23][C:24]([F:29])=[CH:25][C:26]=3[F:28])[C:21](I)=[CH:20]2)(=[O:18])=[O:17])[CH:15]=[CH:14][CH:13]=[CH:12][CH:11]=1.[CH2:31]([N:38]([CH2:43][C:44]1[CH:49]=[CH:48][CH:47]=[CH:46][CH:45]=1)[C@@H:39]([CH3:42])[CH:40]=[O:41])[C:32]1[CH:37]=[CH:36][CH:35]=[CH:34][CH:33]=1. (5) The reactants are: Cl[CH2:2][C:3]1[N:4]=[C:5]([C:8]2[CH:13]=[CH:12][C:11]([Cl:14])=[CH:10][CH:9]=2)[S:6][CH:7]=1.[NH2:15][C:16]1[C:21]([C:22]#[N:23])=[C:20]([C:24]2[CH:25]=[N:26][C:27]([O:30][CH2:31][CH2:32][OH:33])=[CH:28][CH:29]=2)[C:19]([C:34]#[N:35])=[C:18]([SH:36])[N:17]=1.C(=O)(O)[O-].[Na+]. Given the product [NH2:15][C:16]1[C:21]([C:22]#[N:23])=[C:20]([C:24]2[CH:25]=[N:26][C:27]([O:30][CH2:31][CH2:32][OH:33])=[CH:28][CH:29]=2)[C:19]([C:34]#[N:35])=[C:18]([S:36][CH2:2][C:3]2[N:4]=[C:5]([C:8]3[CH:13]=[CH:12][C:11]([Cl:14])=[CH:10][CH:9]=3)[S:6][CH:7]=2)[N:17]=1, predict the reactants needed to synthesize it. (6) Given the product [CH2:19]([C:6]1([C:11]2[CH:16]=[CH:15][CH:14]=[C:13]([O:17][CH3:18])[CH:12]=2)[CH2:7][CH2:8][CH2:9][CH2:10][N:4]([CH2:1][CH2:2][CH2:3][OH:26])[C:5]1=[O:21])[CH3:20], predict the reactants needed to synthesize it. The reactants are: [CH2:1]([N:4]1[CH2:10][CH2:9][CH2:8][CH2:7][C:6]([CH2:19][CH3:20])([C:11]2[CH:16]=[CH:15][CH:14]=[C:13]([O:17][CH3:18])[CH:12]=2)[C:5]1=[O:21])[CH:2]=[CH2:3].B.C1C[O:26]CC1.[OH-].[Na+].OO.